Dataset: Reaction yield outcomes from USPTO patents with 853,638 reactions. Task: Predict the reaction yield, written as a fraction of the theoretical maximum amount of product (1.0 means a 100% yield; for example, 0.34 means a 34% yield). (1) The reactants are [C:1]([C:5]1[CH:6]=[C:7]2[C:12](=[C:13]([F:15])[CH:14]=1)[C:11](=[O:16])[N:10]([C:17]1[C:18]([CH2:38][OH:39])=[C:19]([N:23]3[C:27]4=[N:28][C:29]([CH2:32][N:33]([CH3:35])[CH3:34])=[CH:30][CH:31]=[C:26]4[C:25]([C:36]#[N:37])=[CH:24]3)[CH:20]=[CH:21][CH:22]=1)[N:9]=[CH:8]2)([CH3:4])([CH3:3])[CH3:2].C([OH:42])C. The catalyst is O. The product is [C:1]([C:5]1[CH:6]=[C:7]2[C:12](=[C:13]([F:15])[CH:14]=1)[C:11](=[O:16])[N:10]([C:17]1[C:18]([CH2:38][OH:39])=[C:19]([N:23]3[C:27]4=[N:28][C:29]([CH2:32][N:33]([CH3:35])[CH3:34])=[CH:30][CH:31]=[C:26]4[C:25]([C:36]([NH2:37])=[O:42])=[CH:24]3)[CH:20]=[CH:21][CH:22]=1)[N:9]=[CH:8]2)([CH3:4])([CH3:2])[CH3:3]. The yield is 0.300. (2) The reactants are [CH:1]([C:3]1[CH:10]=[CH:9][C:6]([C:7]#[N:8])=[CH:5][CH:4]=1)=[O:2].ClB([CH:13]1[CH2:18][CH2:17][CH2:16][CH2:15][CH2:14]1)[CH:13]1[CH2:18][CH2:17][CH2:16][CH2:15][CH2:14]1.N1C(C)=CC=CC=1C.OO.[OH-].[Na+]. The catalyst is C1(C)C=CC=CC=1. The product is [CH:13]1([CH:1]([OH:2])[C:3]2[CH:10]=[CH:9][C:6]([C:7]#[N:8])=[CH:5][CH:4]=2)[CH2:18][CH2:17][CH2:16][CH2:15][CH2:14]1. The yield is 0.230. (3) The reactants are [C:1]([NH:8][C@H:9]([C:18]([OH:20])=[O:19])[CH2:10][C:11]1[CH:16]=[CH:15][C:14](Br)=[CH:13][CH:12]=1)([O:3][C:4]([CH3:7])([CH3:6])[CH3:5])=[O:2].[Cl:21][C:22]1[CH:23]=[C:24](B(O)O)[CH:25]=[CH:26][CH:27]=1.C([O-])([O-])=O.[Na+].[Na+]. The catalyst is COCCOC.C1C=CC([P]([Pd]([P](C2C=CC=CC=2)(C2C=CC=CC=2)C2C=CC=CC=2)([P](C2C=CC=CC=2)(C2C=CC=CC=2)C2C=CC=CC=2)[P](C2C=CC=CC=2)(C2C=CC=CC=2)C2C=CC=CC=2)(C2C=CC=CC=2)C2C=CC=CC=2)=CC=1. The product is [C:4]([O:3][C:1]([NH:8][C@@H:9]([CH2:10][C:11]1[CH:16]=[CH:15][C:14]([C:26]2[CH:25]=[CH:24][CH:23]=[C:22]([Cl:21])[CH:27]=2)=[CH:13][CH:12]=1)[C:18]([OH:20])=[O:19])=[O:2])([CH3:7])([CH3:6])[CH3:5]. The yield is 0.660. (4) The reactants are [N:1]1[CH:6]=[CH:5][CH:4]=[CH:3][C:2]=1[CH2:7][NH:8][C:9]([C:11]1[C:12]2[CH:13]=[CH:14][CH:15]=[N:16][C:17]=2[C:18]([O:33]C(C2C=CC=CC=2)C2C=CC=CC=2)=[C:19]2[C:23](=[O:24])[N:22]([CH2:25][C:26]3[CH:31]=[CH:30][C:29]([F:32])=[CH:28][CH:27]=3)[CH2:21][C:20]=12)=[O:10].C([SiH](CC)CC)C.FC(F)(F)C(O)=O. The catalyst is ClCCl. The product is [N:1]1[CH:6]=[CH:5][CH:4]=[CH:3][C:2]=1[CH2:7][NH:8][C:9]([C:11]1[C:12]2[CH:13]=[CH:14][CH:15]=[N:16][C:17]=2[C:18]([OH:33])=[C:19]2[C:23](=[O:24])[N:22]([CH2:25][C:26]3[CH:27]=[CH:28][C:29]([F:32])=[CH:30][CH:31]=3)[CH2:21][C:20]=12)=[O:10]. The yield is 0.560. (5) The reactants are [CH2:1]([N:8]1[CH:16]=[C:15]2[C:10]([CH:11]=[C:12]([C:17]3[CH:18]=[C:19]([CH2:27][CH2:28]Br)[N:20]4[C:25]=3[C:24]([NH2:26])=[N:23][CH:22]=[N:21]4)[CH:13]=[CH:14]2)=[N:9]1)[C:2]1[CH:7]=[CH:6][CH:5]=[CH:4][CH:3]=1.[C:30]([N:33]1[CH2:38][CH2:37][NH:36][CH2:35][CH2:34]1)(=[O:32])[CH3:31].C(N(CC)CC)C.[I-].[Na+]. The catalyst is CN(C=O)C. The product is [NH2:26][C:24]1[C:25]2=[C:17]([C:12]3[CH:13]=[CH:14][C:15]4[C:10]([CH:11]=3)=[N:9][N:8]([CH2:1][C:2]3[CH:7]=[CH:6][CH:5]=[CH:4][CH:3]=3)[CH:16]=4)[CH:18]=[C:19]([CH2:27][CH2:28][N:36]3[CH2:37][CH2:38][N:33]([C:30](=[O:32])[CH3:31])[CH2:34][CH2:35]3)[N:20]2[N:21]=[CH:22][N:23]=1. The yield is 0.650. (6) The reactants are [CH3:1][O:2][C:3]1[C:4](=[O:25])[C:5]([CH3:24])=[C:6]([CH:12]([C:18]2[CH:23]=[CH:22][CH:21]=[CH:20][CH:19]=2)[CH2:13][CH2:14][C:15]([OH:17])=[O:16])[C:7](=[O:11])[C:8]=1[O:9][CH3:10].[N+:26]([O-:34])([O:28][CH2:29][CH2:30][CH2:31][CH2:32]O)=[O:27].C(N=C=NCCCN(C)C)C. The catalyst is C(Cl)Cl.CN(C1C=CN=CC=1)C. The product is [CH3:1][O:2][C:3]1[C:4](=[O:25])[C:5]([CH3:24])=[C:6]([CH:12]([C:18]2[CH:23]=[CH:22][CH:21]=[CH:20][CH:19]=2)[CH2:13][CH2:14][C:15]([O:17][CH2:32][CH2:31][CH2:30][CH2:29][O:28][N+:26]([O-:34])=[O:27])=[O:16])[C:7](=[O:11])[C:8]=1[O:9][CH3:10]. The yield is 0.360. (7) The reactants are [CH:1]1([N:4]2[CH2:10][CH2:9][CH2:8][C:7]3[CH:11]=[C:12]([NH2:15])[CH:13]=[CH:14][C:6]=3[CH2:5]2)[CH2:3][CH2:2]1.Cl[C:17]1[N:22]=[C:21]([NH:23][C@@H:24]2[CH2:29][CH2:28][CH2:27][N:26]([C:30](=[O:33])[CH:31]=[CH2:32])[CH2:25]2)[C:20]([F:34])=[CH:19][N:18]=1.CN(C1C(C2C(P(C3CCCCC3)C3CCCCC3)=CC=CC=2)=CC=CC=1)C.C([O-])([O-])=O.[Cs+].[Cs+]. The catalyst is C(O)(CC)(C)C.C1C=CC(/C=C/C(/C=C/C2C=CC=CC=2)=O)=CC=1.C1C=CC(/C=C/C(/C=C/C2C=CC=CC=2)=O)=CC=1.[Pd].O. The product is [CH:1]1([N:4]2[CH2:10][CH2:9][CH2:8][C:7]3[CH:11]=[C:12]([NH:15][C:17]4[N:22]=[C:21]([NH:23][C@@H:24]5[CH2:29][CH2:28][CH2:27][N:26]([C:30](=[O:33])[CH:31]=[CH2:32])[CH2:25]5)[C:20]([F:34])=[CH:19][N:18]=4)[CH:13]=[CH:14][C:6]=3[CH2:5]2)[CH2:3][CH2:2]1. The yield is 0.260. (8) The reactants are [Cl:1][C:2]1[CH:10]=[CH:9][C:5](C(O)=O)=[CH:4][C:3]=1[C:11]([F:14])([F:13])[F:12].C(N(CC)CC)C.C1(OP(N=[N+]=[N-])(=O)OC2C=CC=CC=2)C=CC=CC=1.ClC1C=CC([C:46]([N:48]=[N+]=[N-])=[O:47])=CC=1C(F)(F)F.[NH2:57][C:58]1[CH:63]=[CH:62][C:61]([C:64]2[CH:72]=[CH:71][C:70]([C:73]3[NH:74][C:75]([CH3:78])=[CH:76][N:77]=3)=[C:69]3[C:65]=2[CH2:66][NH:67][C:68]3=[O:79])=[C:60]([F:80])[CH:59]=1. The catalyst is C1COCC1.C(OCC)(=O)C. The product is [Cl:1][C:2]1[CH:10]=[CH:9][C:5]([NH:48][C:46]([NH:57][C:58]2[CH:63]=[CH:62][C:61]([C:64]3[CH:72]=[CH:71][C:70]([C:73]4[NH:74][C:75]([CH3:78])=[CH:76][N:77]=4)=[C:69]4[C:65]=3[CH2:66][NH:67][C:68]4=[O:79])=[C:60]([F:80])[CH:59]=2)=[O:47])=[CH:4][C:3]=1[C:11]([F:12])([F:13])[F:14]. The yield is 0.120. (9) The reactants are [CH3:1][C:2]1[CH:13]=[CH:12][C:5]2[NH:6][C:7](=[O:11])[O:8][C:9](=[O:10])[C:4]=2[CH:3]=1.[H-].[Na+].[CH2:16](Br)[C:17]1[CH:22]=[CH:21][CH:20]=[CH:19][CH:18]=1. The catalyst is CN(C=O)C. The product is [CH2:16]([N:6]1[C:5]2[CH:12]=[CH:13][C:2]([CH3:1])=[CH:3][C:4]=2[C:9](=[O:10])[O:8][C:7]1=[O:11])[C:17]1[CH:22]=[CH:21][CH:20]=[CH:19][CH:18]=1. The yield is 0.970. (10) The reactants are Cl[C:2]1[C:7]([C:8]([O:10][CH3:11])=[O:9])=[CH:6][N:5]=[C:4]([Cl:12])[CH:3]=1.[NH2:13][CH2:14][CH:15]1[CH2:20][CH2:19][N:18]([C:21]([O:23][C:24]([CH3:27])([CH3:26])[CH3:25])=[O:22])[CH2:17][CH2:16]1.C(N(CC)CC)C. The catalyst is C(O)CCC. The product is [C:24]([O:23][C:21]([N:18]1[CH2:19][CH2:20][CH:15]([CH2:14][NH:13][C:2]2[C:7]([C:8]([O:10][CH3:11])=[O:9])=[CH:6][N:5]=[C:4]([Cl:12])[CH:3]=2)[CH2:16][CH2:17]1)=[O:22])([CH3:27])([CH3:26])[CH3:25]. The yield is 0.840.